From a dataset of Forward reaction prediction with 1.9M reactions from USPTO patents (1976-2016). Predict the product of the given reaction. (1) Given the reactants Cl[C:2]1[CH:7]=[C:6]([CH3:8])[N:5]=[C:4]([C:9]2[CH:14]=[CH:13][CH:12]=[CH:11][N:10]=2)[N:3]=1.[F:15][C:16]([F:26])([F:25])[O:17][C:18]1[CH:19]=[C:20]([CH:22]=[CH:23][CH:24]=1)[NH2:21], predict the reaction product. The product is: [F:15][C:16]([F:25])([F:26])[O:17][C:18]1[CH:19]=[C:20]([CH:22]=[CH:23][CH:24]=1)[NH:21][C:2]1[CH:7]=[C:6]([CH3:8])[N:5]=[C:4]([C:9]2[CH:14]=[CH:13][CH:12]=[CH:11][N:10]=2)[N:3]=1. (2) Given the reactants [Br:1]Br.[NH:3]1[C:7]2=[N:8][CH:9]=[CH:10][CH:11]=[C:6]2[CH2:5][CH2:4]1.C([O-])(O)=O.[Na+].[O-]S([O-])(=S)=O.[Na+].[Na+], predict the reaction product. The product is: [Br:1][C:10]1[CH:11]=[C:6]2[CH2:5][CH2:4][NH:3][C:7]2=[N:8][CH:9]=1.